From a dataset of Retrosynthesis with 50K atom-mapped reactions and 10 reaction types from USPTO. Predict the reactants needed to synthesize the given product. (1) The reactants are: Cc1nc(-c2cccc(C(=O)O)c2)no1.N[C@H]1CC[C@H](CCN2CCN(c3nccc4c3CCO4)CC2)CC1. Given the product Cc1nc(-c2cccc(C(=O)N[C@H]3CC[C@H](CCN4CCN(c5nccc6c5CCO6)CC4)CC3)c2)no1, predict the reactants needed to synthesize it. (2) Given the product COC(=O)c1cccc(OCC(=O)Nc2ccc(C#N)cc2)c1, predict the reactants needed to synthesize it. The reactants are: COC(=O)c1cccc(OCC(=O)O)c1.N#Cc1ccc(N)cc1. (3) Given the product CC(C)N1CCN(C(=O)[C@H]2CCN(c3ccc(C(F)(F)F)nc3)C2)CC1, predict the reactants needed to synthesize it. The reactants are: CC(C)N1CCN(C(=O)[C@H]2CCNC2)CC1.FC(F)(F)c1ccc(Br)cn1. (4) Given the product Cc1ccc(NC(=O)c2cccc(C(F)(F)F)c2)cc1Nc1ncnc2c1cnn2-c1ccc(N2CCOCC2)cc1, predict the reactants needed to synthesize it. The reactants are: C1COCCN1.Cc1ccc(NC(=O)c2cccc(C(F)(F)F)c2)cc1Nc1ncnc2c1cnn2-c1ccc(Br)cc1. (5) Given the product Clc1ccc(-c2nnnn2Cc2cccnc2)c(Cl)c1Cl, predict the reactants needed to synthesize it. The reactants are: BrCc1cccnc1.Clc1ccc(-c2nnn[nH]2)c(Cl)c1Cl.